This data is from Peptide-MHC class II binding affinity with 134,281 pairs from IEDB. The task is: Regression. Given a peptide amino acid sequence and an MHC pseudo amino acid sequence, predict their binding affinity value. This is MHC class II binding data. (1) The peptide sequence is AEHQAIVRDVLAAGD. The MHC is HLA-DPA10201-DPB10101 with pseudo-sequence HLA-DPA10201-DPB10101. The binding affinity (normalized) is 0. (2) The peptide sequence is IPLMYKGLPWNVVRI. The MHC is DRB5_0101 with pseudo-sequence DRB5_0101. The binding affinity (normalized) is 0.760. (3) The peptide sequence is GELNIVDKIDAAFKI. The MHC is DRB1_1201 with pseudo-sequence DRB1_1201. The binding affinity (normalized) is 0.686. (4) The peptide sequence is TATSASAGWDTVLQS. The MHC is HLA-DPA10103-DPB10401 with pseudo-sequence HLA-DPA10103-DPB10401. The binding affinity (normalized) is 0.231. (5) The peptide sequence is LAAAAAWDALAAELY. The MHC is DRB1_1602 with pseudo-sequence DRB1_1602. The binding affinity (normalized) is 0.332. (6) The peptide sequence is TIDGRGAEVHIGNGG. The MHC is DRB1_1101 with pseudo-sequence DRB1_1101. The binding affinity (normalized) is 0.148. (7) The peptide sequence is CDDALIEGITLLNAK. The MHC is DRB1_1001 with pseudo-sequence DRB1_1001. The binding affinity (normalized) is 0.734.